From a dataset of Full USPTO retrosynthesis dataset with 1.9M reactions from patents (1976-2016). Predict the reactants needed to synthesize the given product. (1) Given the product [S:30]1[CH:31]=[CH:32][CH:33]=[C:29]1[C:27](=[NH:28])[NH:1][C:2]1[CH:3]=[C:4]2[C:8](=[CH:9][CH:10]=1)[NH:7][CH:6]=[C:5]2[CH:11]1[CH2:16][CH2:15][N:14]([C:17]([O:19][C:20]([CH3:23])([CH3:22])[CH3:21])=[O:18])[CH2:13][CH2:12]1, predict the reactants needed to synthesize it. The reactants are: [NH2:1][C:2]1[CH:3]=[C:4]2[C:8](=[CH:9][CH:10]=1)[NH:7][CH:6]=[C:5]2[CH:11]1[CH2:16][CH2:15][N:14]([C:17]([O:19][C:20]([CH3:23])([CH3:22])[CH3:21])=[O:18])[CH2:13][CH2:12]1.I.CS[C:27]([C:29]1[S:30][CH:31]=[CH:32][CH:33]=1)=[NH:28]. (2) Given the product [CH3:29][O:30][CH2:31][CH2:32][N:33]([CH2:2][C:3]1[CH:28]=[CH:27][C:6]([C:7]([NH:9][C:10]2[S:11][C:12]3[C:13]([N:21]4[CH2:26][CH2:25][O:24][CH2:23][CH2:22]4)=[N:14][CH:15]=[C:16]([O:19][CH3:20])[C:17]=3[N:18]=2)=[O:8])=[CH:5][CH:4]=1)[CH3:34], predict the reactants needed to synthesize it. The reactants are: Cl[CH2:2][C:3]1[CH:28]=[CH:27][C:6]([C:7]([NH:9][C:10]2[S:11][C:12]3[C:13]([N:21]4[CH2:26][CH2:25][O:24][CH2:23][CH2:22]4)=[N:14][CH:15]=[C:16]([O:19][CH3:20])[C:17]=3[N:18]=2)=[O:8])=[CH:5][CH:4]=1.[CH3:29][O:30][CH2:31][CH2:32][NH:33][CH3:34].